The task is: Predict the reactants needed to synthesize the given product.. This data is from Full USPTO retrosynthesis dataset with 1.9M reactions from patents (1976-2016). (1) Given the product [Br:1][C:2]1[CH:10]=[CH:9][CH:8]=[C:7]([Si:11]([CH3:14])([CH3:13])[CH3:12])[C:3]=1[C:4]([NH:18][CH2:15][C:16]#[CH:17])=[O:5], predict the reactants needed to synthesize it. The reactants are: [Br:1][C:2]1[CH:10]=[CH:9][CH:8]=[C:7]([Si:11]([CH3:14])([CH3:13])[CH3:12])[C:3]=1[C:4](Cl)=[O:5].[CH2:15]([NH2:18])[C:16]#[CH:17]. (2) Given the product [CH2:21]([O:4][C:3]1[CH:5]=[CH:6][CH:7]=[CH:8][C:2]=1[C:1]([O:10][CH2:26][CH3:27])=[O:9])[CH3:22], predict the reactants needed to synthesize it. The reactants are: [C:1]([OH:10])(=[O:9])[C:2]1[C:3](=[CH:5][CH:6]=[CH:7][CH:8]=1)[OH:4].C(=O)([O-])[O-].[K+].[K+].S(OCC)(O[CH2:21][CH3:22])(=O)=O.[CH3:26][C:27](C)=O.